From a dataset of Reaction yield outcomes from USPTO patents with 853,638 reactions. Predict the reaction yield, written as a fraction of the theoretical maximum amount of product (1.0 means a 100% yield; for example, 0.34 means a 34% yield). (1) The reactants are [NH2:1][C:2]1[CH:7]=[C:6]([CH3:8])[CH:5]=[CH:4][C:3]=1[S:9]([NH2:12])(=[O:11])=[O:10].[Cl:13][C:14]1[CH:19]=[CH:18][C:17](/[CH:20]=[CH:21]/[S:22](Cl)(=[O:24])=[O:23])=[C:16]([O:26][CH3:27])[CH:15]=1. No catalyst specified. The product is [Cl:13][C:14]1[CH:19]=[CH:18][C:17](/[CH:20]=[CH:21]/[S:22]([NH:1][C:2]2[CH:7]=[C:6]([CH3:8])[CH:5]=[CH:4][C:3]=2[S:9]([NH2:12])(=[O:10])=[O:11])(=[O:23])=[O:24])=[C:16]([O:26][CH3:27])[CH:15]=1. The yield is 0.690. (2) The product is [O:4]1[CH:1]=[CH:2][C:6]([C:7]2[CH:12]=[CH:11][C:10]([C:13]([CH2:29][CH3:30])=[C:14]([C:15]3[CH:20]=[CH:19][C:18]([OH:21])=[CH:17][CH:16]=3)[C:22]3[CH:27]=[CH:26][C:25]([OH:28])=[CH:24][CH:23]=3)=[CH:9][CH:8]=2)=[CH:5]1. The yield is 0.710. The reactants are [CH3:1][C:2]1[C:6]([C:7]2[CH:12]=[CH:11][C:10]([C:13]([CH2:29][CH3:30])=[C:14]([C:22]3[CH:27]=[CH:26][C:25]([OH:28])=[CH:24][CH:23]=3)[C:15]3[CH:20]=[CH:19][C:18]([OH:21])=[CH:17][CH:16]=3)=[CH:9][CH:8]=2)=[C:5](C)[O:4]N=1.BrC1C=CC(C(CC)=C(C2C=CC(O)=CC=2)C2C=CC(O)=CC=2)=CC=1.O1C=CC(B(O)O)=C1.C([O-])([O-])=O.[Na+].[Na+]. The catalyst is Cl[Pd](Cl)([P](C1C=CC=CC=1)(C1C=CC=CC=1)C1C=CC=CC=1)[P](C1C=CC=CC=1)(C1C=CC=CC=1)C1C=CC=CC=1.C1COCC1. (3) The reactants are [Cl:1][C:2]1[N:7]=[C:6]([C:8]([O:10]C)=[O:9])[C:5]([CH3:12])=[CH:4][CH:3]=1.[OH-].[K+:14]. The catalyst is C(O)(C)C. The product is [Cl:1][C:2]1[N:7]=[C:6]([C:8]([O-:10])=[O:9])[C:5]([CH3:12])=[CH:4][CH:3]=1.[K+:14]. The yield is 0.920. (4) The reactants are [CH2:1]([C:5]1[N:6]=[C:7]([CH3:47])[N:8]([C:33]2[N:38]=[CH:37][C:36]([O:39][CH2:40][CH2:41][C:42](OCC)=O)=[CH:35][N:34]=2)[C:9](=[O:32])[C:10]=1[CH2:11][C:12]1[CH:17]=[C:16]([CH2:18][CH2:19][CH3:20])[C:15]([O:21][Si:22]([C:25]([CH3:28])([CH3:27])[CH3:26])([CH3:24])[CH3:23])=[C:14]([CH2:29][CH2:30][CH3:31])[CH:13]=1)[CH2:2][CH2:3][CH3:4].O.O.[OH-].[Li+].Cl.[CH3:53]O. No catalyst specified. The product is [CH2:1]([C:5]1[N:6]=[C:7]([CH3:47])[N:8]([C:33]2[N:34]=[CH:35][C:36]([O:39][CH:40]([CH3:53])[CH2:41][CH3:42])=[CH:37][N:38]=2)[C:9](=[O:32])[C:10]=1[CH2:11][C:12]1[CH:17]=[C:16]([CH2:18][CH2:19][CH3:20])[C:15]([O:21][Si:22]([C:25]([CH3:27])([CH3:28])[CH3:26])([CH3:23])[CH3:24])=[C:14]([CH2:29][CH2:30][CH3:31])[CH:13]=1)[CH2:2][CH2:3][CH3:4]. The yield is 0.657. (5) The reactants are [OH:1][C:2]([C:30]1[S:31][CH:32]=[CH:33][CH:34]=1)([C:25]1[S:26][CH:27]=[CH:28][CH:29]=1)[C:3]([O:5][C@H:6]1[CH2:11][CH2:10][C@H:9]([N:12]([CH2:14][CH2:15][N:16](C(OC(C)(C)C)=O)[CH3:17])[CH3:13])[CH2:8][CH2:7]1)=[O:4].Cl.C([O-])(O)=O.[Na+].O. The catalyst is C1COCC1.C(#N)C.CO. The product is [OH:1][C:2]([C:25]1[S:26][CH:27]=[CH:28][CH:29]=1)([C:30]1[S:31][CH:32]=[CH:33][CH:34]=1)[C:3]([O:5][C@H:6]1[CH2:7][CH2:8][C@H:9]([N:12]([CH3:13])[CH2:14][CH2:15][NH:16][CH3:17])[CH2:10][CH2:11]1)=[O:4]. The yield is 0.540. (6) The reactants are C(OC([N:8]1[C@H:12]2[C:13]3[N:14]([C:16]([C:19]4[CH:24]=[CH:23][C:22]([F:25])=[CH:21][CH:20]=4)=[N:17][N:18]=3)[CH2:15][C@@H:9]1[CH2:10][CH2:11]2)=O)(C)(C)C.C(O)(C(F)(F)F)=O. The catalyst is C(Cl)Cl. The product is [F:25][C:22]1[CH:23]=[CH:24][C:19]([C:16]2[N:14]3[CH2:15][C@H:9]4[NH:8][C@@H:12]([C:13]3=[N:18][N:17]=2)[CH2:11][CH2:10]4)=[CH:20][CH:21]=1. The yield is 0.940.